This data is from Catalyst prediction with 721,799 reactions and 888 catalyst types from USPTO. The task is: Predict which catalyst facilitates the given reaction. (1) Reactant: [NH2:1][C:2]1[N:3]=[CH:4][NH:5][C:6]=1[C:7]([NH2:9])=[O:8].[CH2:10]([C:14]1[NH:15][C:16]([Cl:21])=[C:17]([CH:19]=O)[N:18]=1)[CH2:11][CH2:12][CH3:13].[BH3-]C#N.[Na+].C(O)(=O)C. Product: [CH2:10]([C:14]1[NH:18][C:17]([CH2:19][NH:1][C:2]2[N:3]=[CH:4][NH:5][C:6]=2[C:7]([NH2:9])=[O:8])=[C:16]([Cl:21])[N:15]=1)[CH2:11][CH2:12][CH3:13]. The catalyst class is: 5. (2) Reactant: [OH:1][NH:2][C:3]([O:5][C:6]([CH3:9])([CH3:8])[CH3:7])=[O:4].[OH-].[Na+].[CH2:12]1[O:20][CH:13]1[C:14]1[CH:19]=[CH:18][CH:17]=[CH:16][CH:15]=1. Product: [C:6]([O:5][C:3]([NH:2][O:1][CH2:12][CH:13]([C:14]1[CH:19]=[CH:18][CH:17]=[CH:16][CH:15]=1)[OH:20])=[O:4])([CH3:9])([CH3:8])[CH3:7]. The catalyst class is: 5. (3) Reactant: [OH:1][C@@H:2]([C:23]1[CH:28]=[CH:27][CH:26]=[CH:25][CH:24]=1)[CH2:3][CH2:4][N:5]1[CH2:10][CH2:9][CH:8]([C:11]2[CH:12]=[C:13]([NH:17][C:18](=[O:22])[CH:19]([CH3:21])[CH3:20])[CH:14]=[CH:15][CH:16]=2)[CH2:7][CH2:6]1.[CH3:29][O:30][C:31]1[CH:36]=[CH:35][C:34](O)=[CH:33][CH:32]=1.C1(P(C2C=CC=CC=2)C2C=CC=CC=2)C=CC=CC=1.N(C(OCC)=O)=NC(OCC)=O.N. Product: [CH3:29][O:30][C:31]1[CH:36]=[CH:35][C:34]([O:1][C@H:2]([C:23]2[CH:24]=[CH:25][CH:26]=[CH:27][CH:28]=2)[CH2:3][CH2:4][N:5]2[CH2:10][CH2:9][CH:8]([C:11]3[CH:12]=[C:13]([NH:17][C:18](=[O:22])[CH:19]([CH3:21])[CH3:20])[CH:14]=[CH:15][CH:16]=3)[CH2:7][CH2:6]2)=[CH:33][CH:32]=1. The catalyst class is: 396. (4) Reactant: [Cl:1][C:2]1[CH:10]=[CH:9][CH:8]=[C:7]([CH3:11])[C:3]=1[C:4]([OH:6])=O.O=S(Cl)Cl.CCN(CC)CC.[CH:23]1([NH2:26])[CH2:25][CH2:24]1. Product: [Cl:1][C:2]1[CH:10]=[CH:9][CH:8]=[C:7]([CH3:11])[C:3]=1[C:4]([NH:26][CH:23]1[CH2:25][CH2:24]1)=[O:6]. The catalyst class is: 11. (5) Reactant: [N+:1]1([O-])[C:10]2[C:5](=[CH:6][CH:7]=[CH:8][CH:9]=2)[CH:4]=[CH:3][CH:2]=1.C(Cl)(=O)C1C=CC=CC=1.[C-:21]#[N:22].[K+].O1CCOCC1. Product: [C:21]([C:2]1[CH:3]=[CH:4][C:5]2[C:10](=[CH:9][CH:8]=[CH:7][CH:6]=2)[N:1]=1)#[N:22]. The catalyst class is: 6. (6) Reactant: [F:1][C:2]1[CH:3]=[C:4]2[C:9](=[CH:10][CH:11]=1)[O:8][CH:7]=[CH:6][C:5]2=[O:12].Cl.[NH2:14]O. Product: [F:1][C:2]1[CH:11]=[CH:10][C:9]([OH:8])=[C:4]([C:5]2[O:12][N:14]=[CH:7][CH:6]=2)[CH:3]=1. The catalyst class is: 8. (7) Reactant: C([Li])CCC.C(NC(C)C)(C)C.[CH:13]1([CH2:16][C:17]([OH:19])=[O:18])[CH2:15][CH2:14]1.Br[CH2:21][CH2:22][CH2:23][Cl:24]. Product: [Cl:24][CH2:23][CH2:22][CH2:21][CH:16]([CH:13]1[CH2:15][CH2:14]1)[C:17]([OH:19])=[O:18]. The catalyst class is: 165. (8) Reactant: [O:1]1[C:11]2C=CC=[C:7](C(O)=O)[C:6]=2[CH:5]=[CH:4][C:2]1=[O:3].[NH2:15][C:16]1([C:22]([OH:24])=[O:23])[CH2:21][CH2:20][CH2:19][CH2:18][CH2:17]1.C(N(CC)CC)C.C(OCC)(=[O:34])C. Product: [O:3]=[C:2]1[CH:4]=[CH:5][C:6]([C:7]([NH:15][C:16]2([C:22]([OH:24])=[O:23])[CH2:21][CH2:20][CH2:19][CH2:18][CH2:17]2)=[O:34])=[CH:11][O:1]1. The catalyst class is: 9. (9) Product: [N:8]([CH2:11][CH2:12][CH2:13][C:14]1([C:37]2[CH:38]=[CH:39][CH:40]=[CH:41][CH:42]=2)[N:18]([C:19]2[S:20][CH:21]=[C:22]([C:24]([N:2]([CH3:3])[CH3:1])=[O:26])[N:23]=2)[N:17]=[C:16]([C:29]2[CH:34]=[C:33]([F:35])[CH:32]=[CH:31][C:30]=2[F:36])[S:15]1)=[N+:9]=[N-:10]. Reactant: [CH3:1][NH:2][CH3:3].C[Al](C)C.[N:8]([CH2:11][CH2:12][CH2:13][C:14]1([C:37]2[CH:42]=[CH:41][CH:40]=[CH:39][CH:38]=2)[N:18]([C:19]2[S:20][CH:21]=[C:22]([C:24]([O:26]CC)=O)[N:23]=2)[N:17]=[C:16]([C:29]2[CH:34]=[C:33]([F:35])[CH:32]=[CH:31][C:30]=2[F:36])[S:15]1)=[N+:9]=[N-:10].[C@H](O)(C([O-])=O)[C@@H](O)C([O-])=O.[Na+].[K+]. The catalyst class is: 1.